This data is from Reaction yield outcomes from USPTO patents with 853,638 reactions. The task is: Predict the reaction yield, written as a fraction of the theoretical maximum amount of product (1.0 means a 100% yield; for example, 0.34 means a 34% yield). (1) The reactants are [Cl:1][C:2]1[CH:7]=[C:6]([F:8])[CH:5]=[C:4]([F:9])[C:3]=1[O:10][CH3:11].C([Li])CCC.[I:17]I.OS([O-])=O.[Na+]. The catalyst is C1COCC1.CCOCC. The product is [Cl:1][C:2]1[CH:7]=[C:6]([F:8])[C:5]([I:17])=[C:4]([F:9])[C:3]=1[O:10][CH3:11]. The yield is 0.910. (2) The reactants are O=[C:2]1[C:8]2[CH:9]=[C:10]([C:13]([F:16])([F:15])[F:14])[CH:11]=[CH:12][C:7]=2[O:6][CH2:5][CH:4]2[CH2:17][N:18]([C:21]([O:23][C:24]([CH3:27])([CH3:26])[CH3:25])=[O:22])[CH2:19][CH2:20][N:3]12.B.O1CCCC1.CO.[OH-].[Na+]. The catalyst is O1CCCC1. The product is [F:16][C:13]([F:14])([F:15])[C:10]1[CH:11]=[CH:12][C:7]2[O:6][CH2:5][CH:4]3[CH2:17][N:18]([C:21]([O:23][C:24]([CH3:26])([CH3:27])[CH3:25])=[O:22])[CH2:19][CH2:20][N:3]3[CH2:2][C:8]=2[CH:9]=1. The yield is 0.588. (3) The reactants are [F:1][C:2]1[CH:11]=[C:10]2[C:5]([CH:6]=[CH:7][C:8]([CH3:12])=[N:9]2)=[C:4]([N:13]2[CH2:18][CH2:17][N:16]([CH2:19][CH2:20][C:21]3[CH:22]=[C:23]([CH:25]=[CH:26][CH:27]=3)[NH2:24])[CH2:15][CH2:14]2)[CH:3]=1.[C:28](Cl)(=[O:30])[CH3:29]. No catalyst specified. The product is [F:1][C:2]1[CH:11]=[C:10]2[C:5]([CH:6]=[CH:7][C:8]([CH3:12])=[N:9]2)=[C:4]([N:13]2[CH2:14][CH2:15][N:16]([CH2:19][CH2:20][C:21]3[CH:22]=[C:23]([NH:24][C:28](=[O:30])[CH3:29])[CH:25]=[CH:26][CH:27]=3)[CH2:17][CH2:18]2)[CH:3]=1. The yield is 0.460. (4) The reactants are [OH:1][C:2]1[C:3](=[O:16])[CH:4]=[C:5]([CH2:8][O:9][CH:10]2[CH2:15][CH2:14][CH2:13][CH2:12][O:11]2)[O:6][CH:7]=1.C([O-])([O-])=O.[Cs+].[Cs+].[Br:23][CH2:24][CH2:25][CH2:26]Br. No catalyst specified. The product is [Br:23][CH2:24][CH2:25][CH2:26][O:1][C:2]1[C:3](=[O:16])[CH:4]=[C:5]([CH2:8][O:9][CH:10]2[CH2:15][CH2:14][CH2:13][CH2:12][O:11]2)[O:6][CH:7]=1. The yield is 0.660. (5) The reactants are CN.Cl[C:4](=[O:10])[C:5]([O:7]CC)=[O:6].[CH2:11]([N:13](CC)[CH2:14]C)[CH3:12]. The catalyst is C1COCC1. The product is [CH2:11]([N:13]([CH3:14])[C:4](=[O:10])[C:5]([OH:7])=[O:6])[CH3:12]. The yield is 0.820.